The task is: Predict the product of the given reaction.. This data is from Forward reaction prediction with 1.9M reactions from USPTO patents (1976-2016). (1) The product is: [F:16][C:11]1[C:10]([C:4]2([CH:7]=[O:8])[CH2:5][CH2:6][O:1][CH2:2][CH2:3]2)=[CH:15][CH:14]=[CH:13][N:12]=1. Given the reactants [O:1]1[CH2:6][CH2:5][CH:4]([CH:7]=[O:8])[CH2:3][CH2:2]1.Br[C:10]1[C:11]([F:16])=[N:12][CH:13]=[CH:14][CH:15]=1.C(=O)([O-])[O-].[Cs+].[Cs+].O.C1C=CC(P(C2C(C3C(P(C4C=CC=CC=4)C4C=CC=CC=4)=CC=C4C=3C=CC=C4)=C3C(C=CC=C3)=CC=2)C2C=CC=CC=2)=CC=1, predict the reaction product. (2) Given the reactants [NH2:1][C:2]1[N:6]([CH:7]2[CH2:12][CH2:11][N:10]([C:13]3[CH:18]=[C:17]([CH3:19])[CH:16]=[CH:15][C:14]=3[NH:20][C:21](=[O:23])[CH3:22])[CH2:9][CH2:8]2)[C:5]2[CH:24]=[CH:25][CH:26]=[CH:27][C:4]=2[N:3]=1.[CH3:28][C:29]#[N:30], predict the reaction product. The product is: [NH:1]=[C:2]1[N:6]([CH:7]2[CH2:8][CH2:9][N:10]([C:13]3[CH:18]=[C:17]([CH3:19])[CH:16]=[CH:15][C:14]=3[NH:20][C:21](=[O:23])[CH3:22])[CH2:11][CH2:12]2)[C:5]2[CH:24]=[CH:25][CH:26]=[CH:27][C:4]=2[N:3]1[CH2:19][C:17]1[CH:18]=[CH:13][CH:14]=[C:15]2[C:16]=1[CH:28]=[CH:29][NH:30]2. (3) The product is: [C:3]1([C:39]2[N:40]=[C:41]([O:51][CH:52]3[CH2:69][CH:68]4[N:54]([C:55](=[O:81])[N:56]([CH3:80])[CH2:57][CH2:58][CH2:59][CH2:60][CH:61]=[CH:62][CH:63]5[C:65]([C:71]([NH:73][S:74]([CH:77]6[CH2:79][CH2:78]6)(=[O:75])=[O:76])=[O:72])([NH:66][C:67]4=[O:70])[CH2:64]5)[CH2:53]3)[C:42]3[C:47]([CH:48]=2)=[CH:46][C:45]([O:49][CH3:50])=[CH:44][CH:43]=3)[CH:4]=[CH:5][CH:10]=[CH:11][CH:12]=1. Given the reactants CO[C:3]1[CH:4]=[C:5]2[C:10](=[CH:11][CH:12]=1)C(OC1CC3N(C(=O)N(C)CCCCC=CC4C(C(O)=O)(NC3=O)C4)C1)=NC=C2.Cl[C:39]1[N:40]=[C:41]([O:51][CH:52]2[CH2:69][CH:68]3[N:54]([C:55](=[O:81])[N:56]([CH3:80])[CH2:57][CH2:58][CH2:59][CH2:60][CH:61]=[CH:62][CH:63]4[C:65]([C:71]([NH:73][S:74]([CH:77]5[CH2:79][CH2:78]5)(=[O:76])=[O:75])=[O:72])([NH:66][C:67]3=[O:70])[CH2:64]4)[CH2:53]2)[C:42]2[C:47]([CH:48]=1)=[CH:46][C:45]([O:49][CH3:50])=[CH:44][CH:43]=2, predict the reaction product. (4) The product is: [Cl:13][C:11]1[CH:10]=[CH:9][N:8]=[C:7]([C:6]2[CH:5]=[CH:4][S:3][C:2]=2[CH3:15])[CH:12]=1. Given the reactants Br[C:2]1[S:3][CH:4]=[CH:5][C:6]=1[C:7]1[CH:12]=[C:11]([Cl:13])[CH:10]=[CH:9][N:8]=1.[Li][CH2:15]CCC.CI.[NH4+].[Cl-], predict the reaction product. (5) Given the reactants [CH3:1][N:2]1[C:6]2=[N:7][C:8]([CH3:11])=[CH:9][CH:10]=[C:5]2[N:4]=[N:3]1.CON(C)[C:15]([C:17]1[CH:22]=[CH:21][CH:20]=[C:19]([CH3:23])[N:18]=1)=[O:16].C[Si](C)(C)[N-][Si](C)(C)C.[Li+].Cl.C(=O)([O-])O.[Na+], predict the reaction product. The product is: [CH3:23][C:19]1[N:18]=[C:17]([C:15](=[O:16])[CH2:11][C:8]2[N:7]=[C:6]3[N:2]([CH3:1])[N:3]=[N:4][C:5]3=[CH:10][CH:9]=2)[CH:22]=[CH:21][CH:20]=1. (6) Given the reactants [O:1]=[S:2]1(=[O:23])[CH2:7][CH2:6][N:5]([CH2:8][CH2:9][NH:10][S:11]([C:14]2[CH:19]=[CH:18][CH:17]=[CH:16][C:15]=2[N+:20]([O-:22])=[O:21])(=[O:13])=[O:12])[CH2:4][CH2:3]1.O[CH2:25][CH2:26][N:27]1[CH2:32][CH2:31][S:30](=[O:34])(=[O:33])[CH2:29][CH2:28]1.C1(P(C2C=CC=CC=2)C2C=CC=CC=2)C=CC=CC=1.N(C(OCC)=O)=NC(OCC)=O.C(O)(C(F)(F)F)=O, predict the reaction product. The product is: [O:23]=[S:2]1(=[O:1])[CH2:7][CH2:6][N:5]([CH2:8][CH2:9][N:10]([CH2:25][CH2:26][N:27]2[CH2:32][CH2:31][S:30](=[O:34])(=[O:33])[CH2:29][CH2:28]2)[S:11]([C:14]2[CH:19]=[CH:18][CH:17]=[CH:16][C:15]=2[N+:20]([O-:22])=[O:21])(=[O:12])=[O:13])[CH2:4][CH2:3]1.